This data is from Catalyst prediction with 721,799 reactions and 888 catalyst types from USPTO. The task is: Predict which catalyst facilitates the given reaction. (1) Reactant: [NH2:1][C@H:2]([C:4]([OH:6])=[O:5])[CH3:3].[OH-].[K+].[Cl:9][C:10]1[CH:18]=[CH:17][C:13]([C:14](Cl)=[O:15])=[CH:12][CH:11]=1.Cl. Product: [Cl:9][C:10]1[CH:18]=[CH:17][C:13]([C:14]([NH:1][CH:2]([CH3:3])[C:4]([OH:6])=[O:5])=[O:15])=[CH:12][CH:11]=1. The catalyst class is: 6. (2) Reactant: [SH:1][C:2]1[CH:7]=[CH:6][C:5]([O:8][B:9]([OH:11])[OH:10])=[CH:4][CH:3]=1.C(=O)([O-])[O-].[K+].[K+].[I-].[Na+].Br[CH2:21][C:22]([O:24][CH2:25][CH3:26])=[O:23]. The catalyst class is: 10. Product: [CH2:25]([O:24][C:22](=[O:23])[CH2:21][S:1][C:2]1[CH:3]=[CH:4][C:5]([O:8][B:9]([OH:11])[OH:10])=[CH:6][CH:7]=1)[CH3:26]. (3) Reactant: [C:1]1([C:7]2[N:12]=[N:11][C:10](O)=[CH:9][CH:8]=2)[CH:6]=[CH:5][CH:4]=[CH:3][CH:2]=1.P(Br)(Br)([Br:16])=O. Product: [Br:16][C:10]1[N:11]=[N:12][C:7]([C:1]2[CH:6]=[CH:5][CH:4]=[CH:3][CH:2]=2)=[CH:8][CH:9]=1. The catalyst class is: 11.